Binary Classification. Given a miRNA mature sequence and a target amino acid sequence, predict their likelihood of interaction. From a dataset of Experimentally validated miRNA-target interactions with 360,000+ pairs, plus equal number of negative samples. Result: 1 (interaction). The protein sequence of the target gene is MDTPPLSESDSESDACLASDQELQDAFSRGLLKPGLNVVLEKPKKAVNDVSGLKQCLAEFRRDLEWVERLDVTLGPVPEVSETQPTPQNQDQKKGVNPEDDFQREMSFYRQAQAAVLAVLPRLHQLQVPTKRPTDYFAEMAKSDQQMQKIRQKLQTKQAAMEKSEKAKQLRALRKYGKKVQTEVLQKRQREKAHMMNAIKKYQKGFSDKLDFLEGDQKPVERSAKAGGKGQQMSKGPNAKRRYKNQKFGFGGKKKGSKWNTKESYDDVSSFRAKVAHGKGSRRPGKKGANKRPGKRARQK.... The miRNA is mmu-miR-1195 with sequence UGAGUUCGAGGCCAGCCUGCUCA.